From a dataset of NCI-60 drug combinations with 297,098 pairs across 59 cell lines. Regression. Given two drug SMILES strings and cell line genomic features, predict the synergy score measuring deviation from expected non-interaction effect. Drug 1: CN1C(=O)N2C=NC(=C2N=N1)C(=O)N. Drug 2: CC(C)CN1C=NC2=C1C3=CC=CC=C3N=C2N. Cell line: SF-295. Synergy scores: CSS=1.25, Synergy_ZIP=-0.388, Synergy_Bliss=-1.92, Synergy_Loewe=1.23, Synergy_HSA=-2.74.